Task: Predict the reaction yield, written as a fraction of the theoretical maximum amount of product (1.0 means a 100% yield; for example, 0.34 means a 34% yield).. Dataset: Reaction yield outcomes from USPTO patents with 853,638 reactions The reactants are I[C:2]1[CH:7]=[CH:6][CH:5]=[CH:4][C:3]=1[CH2:8][C:9]([NH2:11])=[O:10].[CH2:12](N(CC)CC)[CH3:13].[Si](C#C)(C)(C)C.CCCC[N+](CCCC)(CCCC)CCCC.[F-]. The catalyst is C1COCC1.CN(C=O)C.CCOC(C)=O.C1C=CC([P]([Pd]([P](C2C=CC=CC=2)(C2C=CC=CC=2)C2C=CC=CC=2)([P](C2C=CC=CC=2)(C2C=CC=CC=2)C2C=CC=CC=2)[P](C2C=CC=CC=2)(C2C=CC=CC=2)C2C=CC=CC=2)(C2C=CC=CC=2)C2C=CC=CC=2)=CC=1.CO.O. The product is [C:12]([C:2]1[CH:7]=[CH:6][CH:5]=[CH:4][C:3]=1[CH2:8][C:9]([NH2:11])=[O:10])#[CH:13]. The yield is 0.220.